This data is from Full USPTO retrosynthesis dataset with 1.9M reactions from patents (1976-2016). The task is: Predict the reactants needed to synthesize the given product. (1) Given the product [Cl:1][C:2]1[CH:7]=[CH:6][C:5]([C@@H:8]([C:19]2[CH:20]=[CH:21][C:22]([N:25]3[CH2:30][CH2:29][CH:28]([C:38]([OH:39])=[O:41])[CH2:27][CH2:26]3)=[CH:23][CH:24]=2)[CH2:9]/[C:10](=[N:36]\[OH:37])/[C:12]2[CH:17]=[CH:16][N:15]=[C:14]([CH3:18])[CH:13]=2)=[C:4]([CH3:34])[CH:3]=1, predict the reactants needed to synthesize it. The reactants are: [Cl:1][C:2]1[CH:7]=[CH:6][C:5]([C@@H:8]([C:19]2[CH:24]=[CH:23][C:22]([N:25]3[CH2:30][CH2:29][CH:28](C(O)=O)[CH2:27][CH2:26]3)=[CH:21][CH:20]=2)[CH2:9][C:10]([C:12]2[CH:17]=[CH:16][N:15]=[C:14]([CH3:18])[CH:13]=2)=O)=[C:4]([CH3:34])[CH:3]=1.Cl.[NH2:36][OH:37].[C:38](=[O:41])([O-])[OH:39].[Na+]. (2) Given the product [C:17]1([S:23]([N:1]2[C:9]3[C:4](=[CH:5][CH:6]=[CH:7][CH:8]=3)[CH2:3][CH2:2]2)(=[O:25])=[O:24])[CH:22]=[CH:21][CH:20]=[CH:19][CH:18]=1, predict the reactants needed to synthesize it. The reactants are: [NH:1]1[C:9]2[C:4](=[CH:5][CH:6]=[CH:7][CH:8]=2)[CH2:3][CH2:2]1.C(N(CC)CC)C.[C:17]1([S:23](Cl)(=[O:25])=[O:24])[CH:22]=[CH:21][CH:20]=[CH:19][CH:18]=1.C(=O)(O)[O-].[Na+]. (3) Given the product [CH3:2][C:1]1[NH:3][C:16]([C:11]2[CH:12]=[CH:13][CH:14]=[CH:15][C:10]=2[O:9][CH3:8])=[C:18]([CH2:23][CH2:24][C:25]2[CH:30]=[CH:29][CH:28]=[CH:27][CH:26]=2)[C:19](=[O:20])[N:4]=1, predict the reactants needed to synthesize it. The reactants are: [C:1]([NH2:4])(=[NH:3])[CH3:2].O(C)[Na].[CH3:8][O:9][C:10]1[CH:15]=[CH:14][CH:13]=[CH:12][C:11]=1[C:16]([CH:18]([CH2:23][CH2:24][C:25]1[CH:30]=[CH:29][CH:28]=[CH:27][CH:26]=1)[C:19](OC)=[O:20])=O.